This data is from Full USPTO retrosynthesis dataset with 1.9M reactions from patents (1976-2016). The task is: Predict the reactants needed to synthesize the given product. (1) Given the product [Br:1][CH2:2][C:3]([N:10]([C:9]1[CH:12]=[CH:13][CH:14]=[C:7]([F:6])[CH:8]=1)[CH3:11])=[O:4], predict the reactants needed to synthesize it. The reactants are: [Br:1][CH2:2][C:3](Br)=[O:4].[F:6][C:7]1[CH:8]=[C:9]([CH:12]=[CH:13][CH:14]=1)[NH:10][CH3:11].C(=O)(O)[O-].[Na+]. (2) Given the product [F:22][C:23]1[CH:24]=[CH:25][CH:26]=[C:27]2[C:32]=1[N:31]([CH3:33])[C:30](=[O:34])[N:29]([C:35]1[C:36]([CH3:50])=[C:37]([C:2]3[C:14]4[C:13]5[C:8](=[CH:9][C:10]([C:15]([OH:18])([CH3:17])[CH3:16])=[CH:11][CH:12]=5)[NH:7][C:6]=4[C:5]([C:19]([NH2:21])=[O:20])=[CH:4][CH:3]=3)[CH:38]=[CH:39][CH:40]=1)[C:28]2=[O:51], predict the reactants needed to synthesize it. The reactants are: Br[C:2]1[C:14]2[C:13]3[C:8](=[CH:9][C:10]([C:15]([OH:18])([CH3:17])[CH3:16])=[CH:11][CH:12]=3)[NH:7][C:6]=2[C:5]([C:19]([NH2:21])=[O:20])=[CH:4][CH:3]=1.[F:22][C:23]1[CH:24]=[CH:25][CH:26]=[C:27]2[C:32]=1[N:31]([CH3:33])[C:30](=[O:34])[N:29]([C:35]1[CH:40]=[CH:39][CH:38]=[C:37](B3OC(C)(C)C(C)(C)O3)[C:36]=1[CH3:50])[C:28]2=[O:51].P([O-])([O-])([O-])=O.[K+].[K+].[K+]. (3) Given the product [C:1]([O:5][C:6]([N:8]1[CH2:12][CH2:11][CH:10]([N:13]([CH2:21][C:22]2[S:30][C:29]3[C:28]([N:31]4[CH2:36][CH2:35][O:34][CH2:33][CH2:32]4)=[N:27][C:26]([Cl:37])=[N:25][C:24]=3[CH:23]=2)[S:14]([CH3:17])(=[O:16])=[O:15])[CH2:9]1)=[O:7])([CH3:4])([CH3:3])[CH3:2], predict the reactants needed to synthesize it. The reactants are: [C:1]([O:5][C:6]([N:8]1[CH2:12][CH2:11][CH:10]([NH:13][S:14]([CH3:17])(=[O:16])=[O:15])[CH2:9]1)=[O:7])([CH3:4])([CH3:3])[CH3:2].[H-].[Na+].Br[CH2:21][C:22]1[S:30][C:29]2[C:28]([N:31]3[CH2:36][CH2:35][O:34][CH2:33][CH2:32]3)=[N:27][C:26]([Cl:37])=[N:25][C:24]=2[CH:23]=1. (4) Given the product [C:5]([O:9][C:10](=[O:43])[N:11]([CH2:32][C:33]1[CH:42]=[CH:41][C:36]2[O:37][CH2:38][CH2:39][O:40][C:35]=2[CH:34]=1)[CH:12]1[CH2:13][CH2:14][N:15]([CH2:18][CH2:19][N:20]2[C:29]3[C:24](=[C:25]([NH:30][C:47]([NH:46][CH2:44][CH3:45])=[O:48])[CH:26]=[CH:27][CH:28]=3)[CH:23]=[CH:22][C:21]2=[O:31])[CH2:16][CH2:17]1)([CH3:8])([CH3:6])[CH3:7], predict the reactants needed to synthesize it. The reactants are: C(Cl)(Cl)Cl.[C:5]([O:9][C:10](=[O:43])[N:11]([CH2:32][C:33]1[CH:42]=[CH:41][C:36]2[O:37][CH2:38][CH2:39][O:40][C:35]=2[CH:34]=1)[CH:12]1[CH2:17][CH2:16][N:15]([CH2:18][CH2:19][N:20]2[C:29]3[C:24](=[C:25]([NH2:30])[CH:26]=[CH:27][CH:28]=3)[CH:23]=[CH:22][C:21]2=[O:31])[CH2:14][CH2:13]1)([CH3:8])([CH3:7])[CH3:6].[CH2:44]([N:46]=[C:47]=[O:48])[CH3:45]. (5) Given the product [C:1]1([CH:7]([C:34]2[CH:39]=[CH:38][CH:37]=[CH:36][CH:35]=2)[CH2:8][NH:9][C:10]2[N:18]=[C:17]([C:19]([N:48]3[CH2:49][CH2:50][CH:45]([NH:44][C:42](=[O:43])[C:41]([F:51])([F:40])[F:52])[CH2:46][CH2:47]3)=[O:21])[N:16]=[C:15]3[C:11]=2[N:12]=[CH:13][N:14]3[C@@H:22]2[O:23][C@H:24]([C:29]([NH:31][CH2:32][CH3:33])=[O:30])[C@@H:25]([OH:28])[C@H:26]2[OH:27])[CH:6]=[CH:5][CH:4]=[CH:3][CH:2]=1, predict the reactants needed to synthesize it. The reactants are: [C:1]1([CH:7]([C:34]2[CH:39]=[CH:38][CH:37]=[CH:36][CH:35]=2)[CH2:8][NH:9][C:10]2[N:18]=[C:17]([C:19]([OH:21])=O)[N:16]=[C:15]3[C:11]=2[N:12]=[CH:13][N:14]3[C@H:22]2[C@H:26]([OH:27])[C@H:25]([OH:28])[C@@H:24]([C:29]([NH:31][CH2:32][CH3:33])=[O:30])[O:23]2)[CH:6]=[CH:5][CH:4]=[CH:3][CH:2]=1.[F:40][C:41]([F:52])([F:51])[C:42]([NH:44][CH:45]1[CH2:50][CH2:49][NH:48][CH2:47][CH2:46]1)=[O:43].Cl.CN(C)CCCN=C=NCC.